From a dataset of Forward reaction prediction with 1.9M reactions from USPTO patents (1976-2016). Predict the product of the given reaction. (1) Given the reactants [OH-].[Na+].[C:3]([NH:6][C:7]1[CH:15]=[CH:14][CH:13]=[C:12]2[C:8]=1[C:9]([S:23][C:24]1[CH:29]=[CH:28][C:27]([Cl:30])=[CH:26][CH:25]=1)=[C:10]([CH3:22])[N:11]2[CH2:16][C:17]([O:19]CC)=[O:18])(=[O:5])[CH3:4], predict the reaction product. The product is: [C:3]([NH:6][C:7]1[CH:15]=[CH:14][CH:13]=[C:12]2[C:8]=1[C:9]([S:23][C:24]1[CH:25]=[CH:26][C:27]([Cl:30])=[CH:28][CH:29]=1)=[C:10]([CH3:22])[N:11]2[CH2:16][C:17]([OH:19])=[O:18])(=[O:5])[CH3:4]. (2) Given the reactants [CH2:1]([O:3][C:4](=[O:14])[CH2:5][NH:6][CH2:7][C:8]1[CH:13]=[CH:12][CH:11]=[CH:10][CH:9]=1)[CH3:2].C([O:17][C:18](=[O:24])[CH2:19][CH2:20][CH2:21][CH2:22]Br)C.C(=O)([O-])[O-].[K+].[K+], predict the reaction product. The product is: [CH2:7]([N:6]([CH2:5][C:4]([O:3][CH2:1][CH3:2])=[O:14])[CH2:22][CH2:21][CH2:20][CH2:19][C:18]([OH:24])=[O:17])[C:8]1[CH:13]=[CH:12][CH:11]=[CH:10][CH:9]=1. (3) Given the reactants C1(C(CC)CN)C=CC=CC=1.Cl.[C:13]1([CH:19]([CH2:48][CH:49](C)C)[CH2:20][N:21]([CH2:34][CH2:35][CH2:36][O:37][C:38]2[CH2:39][C:40](=[CH:44][C:45]([OH:47])=[O:46])[CH:41]=[CH:42][CH:43]=2)[CH2:22][C:23]2[CH:28]=[CH:27][CH:26]=[C:25]([C:29]([F:32])([F:31])[F:30])[C:24]=2[Cl:33])[CH:18]=[CH:17][CH:16]=[CH:15][CH:14]=1, predict the reaction product. The product is: [ClH:33].[C:13]1([CH:19]([CH2:48][CH3:49])[CH2:20][N:21]([CH2:34][CH2:35][CH2:36][O:37][C:38]2[CH2:39][C:40](=[CH:44][C:45]([OH:47])=[O:46])[CH:41]=[CH:42][CH:43]=2)[CH2:22][C:23]2[CH:28]=[CH:27][CH:26]=[C:25]([C:29]([F:30])([F:32])[F:31])[C:24]=2[Cl:33])[CH:14]=[CH:15][CH:16]=[CH:17][CH:18]=1.